From a dataset of Peptide-MHC class II binding affinity with 134,281 pairs from IEDB. Regression. Given a peptide amino acid sequence and an MHC pseudo amino acid sequence, predict their binding affinity value. This is MHC class II binding data. (1) The peptide sequence is LAWLVQASANSAAMA. The MHC is HLA-DQA10101-DQB10501 with pseudo-sequence HLA-DQA10101-DQB10501. The binding affinity (normalized) is 0.329. (2) The peptide sequence is FVVTGRVYCDPCRAG. The MHC is HLA-DQA10102-DQB10602 with pseudo-sequence HLA-DQA10102-DQB10602. The binding affinity (normalized) is 0.343. (3) The peptide sequence is TMAEVRLAAMFFCAVKK. The MHC is HLA-DQA10501-DQB10302 with pseudo-sequence HLA-DQA10501-DQB10302. The binding affinity (normalized) is 0.356. (4) The peptide sequence is EKKYFAETQFEPLAA. The MHC is HLA-DQA10501-DQB10201 with pseudo-sequence HLA-DQA10501-DQB10201. The binding affinity (normalized) is 0.376. (5) The peptide sequence is VKAWWTDLLAKPSVQ. The MHC is DRB1_0301 with pseudo-sequence DRB1_0301. The binding affinity (normalized) is 0.149. (6) The peptide sequence is KMPMYIAGYKTFDGR. The MHC is HLA-DQA10501-DQB10201 with pseudo-sequence HLA-DQA10501-DQB10201. The binding affinity (normalized) is 0. (7) The peptide sequence is ACQGVGGPSHKARVLAEA. The MHC is HLA-DQA10501-DQB10301 with pseudo-sequence HLA-DQA10501-DQB10301. The binding affinity (normalized) is 0.630. (8) The peptide sequence is VVVHITDDNEEPIAA. The MHC is HLA-DPA10103-DPB10301 with pseudo-sequence HLA-DPA10103-DPB10301. The binding affinity (normalized) is 0. (9) The MHC is DRB1_0405 with pseudo-sequence DRB1_0405. The binding affinity (normalized) is 0. The peptide sequence is YKTIAFDEEARR. (10) The peptide sequence is EAMDTISVFLHSEEG. The MHC is DRB5_0101 with pseudo-sequence DRB5_0101. The binding affinity (normalized) is 0.